Dataset: Reaction yield outcomes from USPTO patents with 853,638 reactions. Task: Predict the reaction yield, written as a fraction of the theoretical maximum amount of product (1.0 means a 100% yield; for example, 0.34 means a 34% yield). (1) The reactants are Br[C:2]1[CH:7]=[C:6]([O:8][CH2:9][CH3:10])[C:5]([C:11]([F:14])([F:13])[F:12])=[CH:4][C:3]=1[N+:15]([O-:17])=[O:16].[C:18]([Cu])#[N:19].Cl. The catalyst is CN1C(=O)CCC1. The product is [CH2:9]([O:8][C:6]1[C:5]([C:11]([F:14])([F:13])[F:12])=[CH:4][C:3]([N+:15]([O-:17])=[O:16])=[C:2]([CH:7]=1)[C:18]#[N:19])[CH3:10]. The yield is 0.910. (2) The reactants are [O:1]=[S:2]1(=[O:39])[CH2:7][CH2:6][CH:5]([O:8][C:9]2[CH:14]=[C:13]([CH3:15])[C:12]([C:16]3[CH:21]=[CH:20][CH:19]=[C:18]([CH2:22][O:23][C:24]4[CH:37]=[CH:36][C:27]5[C@H:28]([CH2:31][C:32]([O:34]C)=[O:33])[CH2:29][O:30][C:26]=5[CH:25]=4)[CH:17]=3)=[C:11]([CH3:38])[CH:10]=2)[CH2:4][CH2:3]1.CO.[OH-].[Na+].Cl. The catalyst is O.O1CCCC1. The product is [O:39]=[S:2]1(=[O:1])[CH2:7][CH2:6][CH:5]([O:8][C:9]2[CH:14]=[C:13]([CH3:15])[C:12]([C:16]3[CH:21]=[CH:20][CH:19]=[C:18]([CH2:22][O:23][C:24]4[CH:37]=[CH:36][C:27]5[C@H:28]([CH2:31][C:32]([OH:34])=[O:33])[CH2:29][O:30][C:26]=5[CH:25]=4)[CH:17]=3)=[C:11]([CH3:38])[CH:10]=2)[CH2:4][CH2:3]1. The yield is 0.850. (3) The reactants are [Br:1][C:2]1[CH:3]=[C:4]([NH:13][CH:14]2[CH2:19][CH2:18][O:17][CH2:16][CH2:15]2)[C:5]([CH3:12])=[C:6]([CH:11]=1)[C:7]([O:9][CH3:10])=[O:8].[CH:20](=O)[CH3:21].C(O[BH-](OC(=O)C)OC(=O)C)(=O)C.[Na+].C([O-])(O)=O.[Na+]. The yield is 1.00. The catalyst is C(Cl)Cl.CC(O)=O. The product is [Br:1][C:2]1[CH:3]=[C:4]([N:13]([CH2:20][CH3:21])[CH:14]2[CH2:19][CH2:18][O:17][CH2:16][CH2:15]2)[C:5]([CH3:12])=[C:6]([CH:11]=1)[C:7]([O:9][CH3:10])=[O:8]. (4) The reactants are [O:1]=[C:2]1[N:7]([CH2:8][C:9]([OH:11])=O)[N:6]=[N:5][C:4]2[CH:12]=[CH:13][CH:14]=[CH:15][C:3]1=2.C1C=CC2N(O)N=NC=2C=1.C(Cl)CCl.[F:30][C:31]([F:43])([F:42])[O:32][C:33]1[CH:38]=[CH:37][C:36]([C@@H:39]([NH2:41])[CH3:40])=[CH:35][CH:34]=1.CCN(C(C)C)C(C)C. The catalyst is O.CN(C=O)C. The product is [O:1]=[C:2]1[N:7]([CH2:8][C:9]([NH:41][C@H:39]([C:36]2[CH:35]=[CH:34][C:33]([O:32][C:31]([F:30])([F:42])[F:43])=[CH:38][CH:37]=2)[CH3:40])=[O:11])[N:6]=[N:5][C:4]2[CH:12]=[CH:13][CH:14]=[CH:15][C:3]1=2. The yield is 0.710. (5) The reactants are [C:1]([O:5][C:6]([NH:8][C:9]1[C:13]2=[N:14][CH:15]=[C:16]([CH:18]=C)[CH:17]=[C:12]2[S:11][C:10]=1[C:20]([O:22][CH3:23])=[O:21])=[O:7])([CH3:4])([CH3:3])[CH3:2].C(Cl)Cl.[O:27]=[O+][O-].N#N. No catalyst specified. The product is [C:1]([O:5][C:6]([NH:8][C:9]1[C:13]2=[N:14][CH:15]=[C:16]([CH:18]=[O:27])[CH:17]=[C:12]2[S:11][C:10]=1[C:20]([O:22][CH3:23])=[O:21])=[O:7])([CH3:3])([CH3:2])[CH3:4]. The yield is 0.646. (6) The catalyst is ClCCl.N1C=CC=CC=1. The product is [O:14]1[C:3]2[CH:2]=[CH:1][C:6]([CH:7]=[CH:8][C:9]([NH:26][C:27]3[S:28][CH:29]=[C:30]([C:32]4[CH:33]=[CH:34][C:35]([Cl:38])=[CH:36][CH:37]=4)[N:31]=3)=[O:11])=[CH:5][C:4]=2[O:12][CH2:13]1. The reactants are [CH:1]1[C:6](/[CH:7]=[CH:8]/[C:9]([OH:11])=O)=[CH:5][C:4]2[O:12][CH2:13][O:14][C:3]=2[CH:2]=1.CN(C=O)C.C(Cl)(=O)C(Cl)=O.[NH2:26][C:27]1[S:28][CH:29]=[C:30]([C:32]2[CH:37]=[CH:36][C:35]([Cl:38])=[CH:34][CH:33]=2)[N:31]=1. The yield is 0.280.